This data is from Full USPTO retrosynthesis dataset with 1.9M reactions from patents (1976-2016). The task is: Predict the reactants needed to synthesize the given product. (1) Given the product [CH2:42]([O:41][C:39](=[O:40])[CH:37]([N:36]1[CH2:7][CH:5]([OH:6])[CH:4]([NH:8][C:9]([O:11][CH2:12][CH:13]2[C:25]3[CH:24]=[CH:23][CH:22]=[CH:21][C:20]=3[C:19]3[C:14]2=[CH:15][CH:16]=[CH:17][CH:18]=3)=[O:10])[C:3]1=[O:2])[CH3:38])[C:43]1[CH:48]=[CH:47][CH:46]=[CH:45][CH:44]=1, predict the reactants needed to synthesize it. The reactants are: C[O:2][C:3](=O)[C@@H:4]([NH:8][C:9]([O:11][CH2:12][CH:13]1[C:25]2[CH:24]=[CH:23][CH:22]=[CH:21][C:20]=2[C:19]2[C:14]1=[CH:15][CH:16]=[CH:17][CH:18]=2)=[O:10])[CH:5]1[CH2:7][O:6]1.N[C@H](C(O)=O)CCSC.[NH2:36][C@H:37]([C:39]([O:41][CH2:42][C:43]1[CH:48]=[CH:47][CH:46]=[CH:45][CH:44]=1)=[O:40])[CH3:38]. (2) Given the product [CH:1]([NH:4][C:12]([C:14]1[S:18][C:17]([Cl:19])=[N:16][CH:15]=1)=[O:11])([CH3:3])[CH3:2], predict the reactants needed to synthesize it. The reactants are: [CH:1]([NH2:4])([CH3:3])[CH3:2].C[Al](C)C.C([O:11][C:12]([C:14]1[S:18][C:17]([Cl:19])=[N:16][CH:15]=1)=O)C. (3) Given the product [CH3:1][O:2][C:3]([NH:5][C@@H:6]([CH:7]([O:8][CH3:9])[CH3:10])[C:11]([N:13]1[CH2:17][C@@H:16]([CH2:18][O:19][CH3:20])[CH2:15][C@H:14]1[C:21]1[NH:25][C:24]2[C:26]3[C:31]([CH:32]=[CH:33][C:23]=2[N:22]=1)=[CH:30][C:29]1[C:34]2[C:39]([CH2:40][O:41][C:28]=1[CH:27]=3)=[CH:38][C:37]([C:42]1[NH:46][C:45]([C@@H:47]3[CH2:51][CH2:50][CH2:49][N:48]3[C:66](=[O:68])[C@H:65]([NH:64][C:62](=[O:63])[O:61][CH3:60])[C:69]3[CH:74]=[CH:73][CH:72]=[CH:71][CH:70]=3)=[N:44][CH:43]=1)=[CH:36][CH:35]=2)=[O:12])=[O:4], predict the reactants needed to synthesize it. The reactants are: [CH3:1][O:2][C:3]([NH:5][C@H:6]([C:11]([N:13]1[CH2:17][C@@H:16]([CH2:18][O:19][CH3:20])[CH2:15][C@H:14]1[C:21]1[NH:25][C:24]2[C:26]3[C:31]([CH:32]=[CH:33][C:23]=2[N:22]=1)=[CH:30][C:29]1[C:34]2[C:39]([CH2:40][O:41][C:28]=1[CH:27]=3)=[CH:38][C:37]([C:42]1[NH:46][C:45]([C@@H:47]3[CH2:51][CH2:50][CH2:49][N:48]3C(OC(C)(C)C)=O)=[N:44][CH:43]=1)=[CH:36][CH:35]=2)=[O:12])[C@@H:7]([CH3:10])[O:8][CH3:9])=[O:4].Cl.[CH3:60][O:61][C:62]([NH:64][C@H:65]([C:69]1[CH:74]=[CH:73][CH:72]=[CH:71][CH:70]=1)[C:66]([OH:68])=O)=[O:63].CCN(C(C)C)C(C)C.CCOC(C(C#N)=NOC(N1CCOCC1)=[N+](C)C)=O.F[P-](F)(F)(F)(F)F. (4) Given the product [F:1][C:2]1[CH:3]=[C:4]([C:8]#[C:9][C:10]2[CH:19]=[C:18]3[C:13]([C:14](=[O:28])[N:15]4[CH2:23][C:22](=[O:24])[CH2:21][CH2:20][C:16]4=[N:17]3)=[CH:12][CH:11]=2)[CH:5]=[CH:6][CH:7]=1, predict the reactants needed to synthesize it. The reactants are: [F:1][C:2]1[CH:3]=[C:4]([C:8]#[C:9][C:10]2[CH:19]=[C:18]3[C:13]([C:14](=[O:28])[N:15]4[CH2:23][C:22]5(OCC[O:24]5)[CH2:21][CH2:20][C:16]4=[N:17]3)=[CH:12][CH:11]=2)[CH:5]=[CH:6][CH:7]=1.Cl. (5) Given the product [CH3:11][O:12][C:13]([CH:15]([P:26]([O:30][CH3:31])([O:28][CH3:29])=[O:27])[O:16][C@@H:17]1[CH2:21][C@H:20]([N:5]2[CH:6]=[N:7][C:8]3[C:4]2=[N:3][CH:2]=[N:1][C:9]=3[NH2:10])[CH:19]=[CH:18]1)=[O:14], predict the reactants needed to synthesize it. The reactants are: [N:1]1[C:9]([NH2:10])=[C:8]2[C:4]([N:5]=[CH:6][NH:7]2)=[N:3][CH:2]=1.[CH3:11][O:12][C:13]([CH:15]([P:26]([O:30][CH3:31])([O:28][CH3:29])=[O:27])[O:16][C@H:17]1[CH2:21][C@@H:20](OC(=O)C)[CH:19]=[CH:18]1)=[O:14].C(=O)([O-])[O-].[Cs+].[Cs+].C1(P(C2C=CC=CC=2)CCCCP(C2C=CC=CC=2)C2C=CC=CC=2)C=CC=CC=1. (6) Given the product [CH:19]1([C:17]2[CH:16]=[C:3]3[C:2]([CH:1]4[CH2:7][CH:4]3[CH2:5][CH2:6]4)=[N:24][N:23]=2)[CH2:21][CH2:20]1, predict the reactants needed to synthesize it. The reactants are: [CH:1]12[CH2:7][CH:4]([CH2:5][CH2:6]1)[C:3](=O)[C:2]2=O.COP([CH2:16][C:17]([CH:19]1[CH2:21][CH2:20]1)=O)(=O)OC.O.[NH2:23][NH2:24].